Dataset: CYP3A4 inhibition data for predicting drug metabolism from PubChem BioAssay. Task: Regression/Classification. Given a drug SMILES string, predict its absorption, distribution, metabolism, or excretion properties. Task type varies by dataset: regression for continuous measurements (e.g., permeability, clearance, half-life) or binary classification for categorical outcomes (e.g., BBB penetration, CYP inhibition). Dataset: cyp3a4_veith. (1) The drug is Cc1cccc(CNc2cc(-c3ccoc3)ncn2)c1. The result is 1 (inhibitor). (2) The molecule is COc1ccc(Oc2ncc3nc(C)c(=O)n(Cc4cccc(OC)c4)c3n2)cc1. The result is 1 (inhibitor). (3) The compound is Cc1nc(N)sc1CCN. The result is 0 (non-inhibitor). (4) The compound is CCn1c(-c2cccnc2)n[nH]c1=S. The result is 0 (non-inhibitor).